Dataset: Forward reaction prediction with 1.9M reactions from USPTO patents (1976-2016). Task: Predict the product of the given reaction. (1) Given the reactants [NH2:1][C:2]1[N:7]=[CH:6][C:5]([C:8]2[CH:20]=[CH:19][C:11]3[N:12]=[C:13]([NH:15][C:16](=[O:18])[CH3:17])[S:14][C:10]=3[CH:9]=2)=[CH:4][C:3]=1[C:21]([F:24])([F:23])[F:22].[C:25](OC(=O)C)(=[O:27])[CH3:26].C(N(C(C)C)CC)(C)C, predict the reaction product. The product is: [C:25]([NH:1][C:2]1[N:7]=[CH:6][C:5]([C:8]2[CH:20]=[CH:19][C:11]3[N:12]=[C:13]([NH:15][C:16](=[O:18])[CH3:17])[S:14][C:10]=3[CH:9]=2)=[CH:4][C:3]=1[C:21]([F:23])([F:22])[F:24])(=[O:27])[CH3:26]. (2) Given the reactants C(=O)([O-])[O-].[Cs+].[Cs+].[Cl:7][C:8]1[CH:13]=[CH:12][C:11]([OH:14])=[C:10]([C:15]([CH3:21])([CH3:20])[C:16]([F:19])([F:18])[F:17])[CH:9]=1.CS(O[CH2:27][C@@H:28]([NH:30][C:31]([O:33][C:34]([CH3:37])([CH3:36])[CH3:35])=[O:32])[CH3:29])(=O)=O.O, predict the reaction product. The product is: [C:34]([O:33][C:31](=[O:32])[NH:30][C@@H:28]([CH3:27])[CH2:29][O:14][C:11]1[CH:12]=[CH:13][C:8]([Cl:7])=[CH:9][C:10]=1[C:15]([CH3:21])([CH3:20])[C:16]([F:17])([F:18])[F:19])([CH3:37])([CH3:36])[CH3:35].